This data is from NCI-60 drug combinations with 297,098 pairs across 59 cell lines. The task is: Regression. Given two drug SMILES strings and cell line genomic features, predict the synergy score measuring deviation from expected non-interaction effect. (1) Cell line: SK-MEL-5. Drug 2: CC1C(C(=O)NC(C(=O)N2CCCC2C(=O)N(CC(=O)N(C(C(=O)O1)C(C)C)C)C)C(C)C)NC(=O)C3=C4C(=C(C=C3)C)OC5=C(C(=O)C(=C(C5=N4)C(=O)NC6C(OC(=O)C(N(C(=O)CN(C(=O)C7CCCN7C(=O)C(NC6=O)C(C)C)C)C)C(C)C)C)N)C. Synergy scores: CSS=21.7, Synergy_ZIP=2.26, Synergy_Bliss=5.76, Synergy_Loewe=4.12, Synergy_HSA=5.09. Drug 1: CCC1=CC2CC(C3=C(CN(C2)C1)C4=CC=CC=C4N3)(C5=C(C=C6C(=C5)C78CCN9C7C(C=CC9)(C(C(C8N6C)(C(=O)OC)O)OC(=O)C)CC)OC)C(=O)OC.C(C(C(=O)O)O)(C(=O)O)O. (2) Drug 1: C1CC(=O)NC(=O)C1N2CC3=C(C2=O)C=CC=C3N. Drug 2: CC(C1=C(C=CC(=C1Cl)F)Cl)OC2=C(N=CC(=C2)C3=CN(N=C3)C4CCNCC4)N. Cell line: DU-145. Synergy scores: CSS=8.18, Synergy_ZIP=-0.348, Synergy_Bliss=5.41, Synergy_Loewe=3.24, Synergy_HSA=4.15. (3) Drug 1: C1CCC(CC1)NC(=O)N(CCCl)N=O. Drug 2: CC1=CC=C(C=C1)C2=CC(=NN2C3=CC=C(C=C3)S(=O)(=O)N)C(F)(F)F. Cell line: A549. Synergy scores: CSS=17.7, Synergy_ZIP=-7.74, Synergy_Bliss=0.00726, Synergy_Loewe=-4.18, Synergy_HSA=-0.832. (4) Drug 1: C(CC(=O)O)C(=O)CN.Cl. Drug 2: C1C(C(OC1N2C=NC3=C2NC=NCC3O)CO)O. Cell line: K-562. Synergy scores: CSS=2.09, Synergy_ZIP=2.07, Synergy_Bliss=5.22, Synergy_Loewe=0.231, Synergy_HSA=0.424. (5) Drug 1: COC1=C(C=C2C(=C1)N=CN=C2NC3=CC(=C(C=C3)F)Cl)OCCCN4CCOCC4. Drug 2: CC1=C2C(C(=O)C3(C(CC4C(C3C(C(C2(C)C)(CC1OC(=O)C(C(C5=CC=CC=C5)NC(=O)OC(C)(C)C)O)O)OC(=O)C6=CC=CC=C6)(CO4)OC(=O)C)O)C)O. Cell line: SK-MEL-5. Synergy scores: CSS=60.0, Synergy_ZIP=4.52, Synergy_Bliss=7.73, Synergy_Loewe=6.96, Synergy_HSA=10.2. (6) Cell line: NCI-H460. Drug 2: COC1=C(C=C2C(=C1)N=CN=C2NC3=CC(=C(C=C3)F)Cl)OCCCN4CCOCC4. Synergy scores: CSS=32.4, Synergy_ZIP=3.77, Synergy_Bliss=8.22, Synergy_Loewe=-6.68, Synergy_HSA=9.58. Drug 1: CS(=O)(=O)C1=CC(=C(C=C1)C(=O)NC2=CC(=C(C=C2)Cl)C3=CC=CC=N3)Cl.